This data is from Full USPTO retrosynthesis dataset with 1.9M reactions from patents (1976-2016). The task is: Predict the reactants needed to synthesize the given product. (1) Given the product [Cl:8][C:9]1[C:10]([O:36][C:37]2[CH:42]=[C:41]([F:43])[C:40]([C:44]([F:45])([F:46])[F:47])=[CH:39][C:38]=2[C:48]2[CH:53]=[CH:52][N:51]=[N:50][CH:49]=2)=[CH:11][C:12]([F:35])=[C:13]([S:15]([NH:18][C:19]2[S:20][CH:21]=[N:22][N:23]=2)(=[O:16])=[O:17])[CH:14]=1, predict the reactants needed to synthesize it. The reactants are: FC(F)(F)C(O)=O.[Cl:8][C:9]1[C:10]([O:36][C:37]2[CH:42]=[C:41]([F:43])[C:40]([C:44]([F:47])([F:46])[F:45])=[CH:39][C:38]=2[C:48]2[CH:53]=[CH:52][N:51]=[N:50][CH:49]=2)=[CH:11][C:12]([F:35])=[C:13]([S:15]([N:18](CC2C=CC(OC)=CC=2OC)[C:19]2[S:20][CH:21]=[N:22][N:23]=2)(=[O:17])=[O:16])[CH:14]=1.C(Cl)Cl. (2) Given the product [CH3:26][C:25]1[N:1]([C:2]2[C:7]([C:8]#[N:9])=[CH:6][C:5]([C:10]([F:11])([F:12])[F:13])=[CH:4][C:3]=2[C:14]2[CH:19]=[CH:18][C:17]([OH:20])=[CH:16][CH:15]=2)[C:22]([CH3:21])=[CH:23][CH:24]=1, predict the reactants needed to synthesize it. The reactants are: [NH2:1][C:2]1[C:7]([C:8]#[N:9])=[CH:6][C:5]([C:10]([F:13])([F:12])[F:11])=[CH:4][C:3]=1[C:14]1[CH:19]=[CH:18][C:17]([OH:20])=[CH:16][CH:15]=1.[CH3:21][C:22](=O)[CH2:23][CH2:24][C:25](=O)[CH3:26]. (3) Given the product [NH:15]1[CH2:16][CH2:17][CH:13]([NH:11][C:6]2[C:5]3[CH:4]=[CH:3][N:2]=[CH:1][C:10]=3[CH:9]=[CH:8][CH:7]=2)[CH2:14]1, predict the reactants needed to synthesize it. The reactants are: [CH:1]1[C:10]2[CH:9]=[CH:8][CH:7]=[C:6]([NH2:11])[C:5]=2[CH:4]=[CH:3][N:2]=1.O=[C:13]1[CH2:17][CH2:16][N:15](C(OC(C)(C)C)=O)[CH2:14]1.[BH-](OC(C)=O)(OC(C)=O)OC(C)=O.[Na+]. (4) Given the product [F:36][CH:2]([F:1])[C:3]1[C:11]2[C:6](=[CH:7][C:8]([F:12])=[CH:9][CH:10]=2)[N:5]([S:13]([C:16]2[CH:17]=[CH:18][C:19]([O:34][CH3:35])=[C:20]([N:22]3[CH2:23][CH2:24][NH:25][CH2:26][CH2:27]3)[CH:21]=2)(=[O:14])=[O:15])[N:4]=1, predict the reactants needed to synthesize it. The reactants are: [F:1][CH:2]([F:36])[C:3]1[C:11]2[C:6](=[CH:7][C:8]([F:12])=[CH:9][CH:10]=2)[N:5]([S:13]([C:16]2[CH:17]=[CH:18][C:19]([O:34][CH3:35])=[C:20]([N:22]3[CH2:27][CH2:26][N:25](C(=O)C(F)(F)F)[CH2:24][CH2:23]3)[CH:21]=2)(=[O:15])=[O:14])[N:4]=1.C(=O)([O-])[O-].[K+].[K+].